Dataset: Full USPTO retrosynthesis dataset with 1.9M reactions from patents (1976-2016). Task: Predict the reactants needed to synthesize the given product. (1) Given the product [CH3:33][S:34]([OH:37])(=[O:36])=[O:35].[C:1]([C:5]1[NH:6][C:7]([C:25]2[CH:30]=[CH:29][C:28]([F:31])=[CH:27][C:26]=2[F:32])=[C:8]([C:10]2[N:15]=[C:14]3[N:16]([CH2:20][C:21]([CH3:24])([CH3:23])[CH3:22])[C:17]([NH2:19])=[N:18][C:13]3=[CH:12][CH:11]=2)[N:9]=1)([CH3:2])([CH3:3])[CH3:4], predict the reactants needed to synthesize it. The reactants are: [C:1]([C:5]1[NH:6][C:7]([C:25]2[CH:30]=[CH:29][C:28]([F:31])=[CH:27][C:26]=2[F:32])=[C:8]([C:10]2[N:15]=[C:14]3[N:16]([CH2:20][C:21]([CH3:24])([CH3:23])[CH3:22])[C:17]([NH2:19])=[N:18][C:13]3=[CH:12][CH:11]=2)[N:9]=1)([CH3:4])([CH3:3])[CH3:2].[CH3:33][S:34]([OH:37])(=[O:36])=[O:35]. (2) The reactants are: [C:1]([C:3](=[C:7]([S:10][CH3:11])SC)[C:4]([NH2:6])=[O:5])#[N:2].[CH:12]([C:15]1[CH:21]=[CH:20][C:18]([NH2:19])=[CH:17][CH:16]=1)([CH3:14])[CH3:13]. Given the product [C:1]([C:3](=[C:7]([NH:19][C:18]1[CH:20]=[CH:21][C:15]([CH:12]([CH3:14])[CH3:13])=[CH:16][CH:17]=1)[S:10][CH3:11])[C:4]([NH2:6])=[O:5])#[N:2], predict the reactants needed to synthesize it. (3) Given the product [F:7][C:8]1[CH:13]=[C:12]([O:18][C:19]2[CH:23]=[C:22]([CH3:24])[NH:21][N:20]=2)[CH:11]=[CH:10][C:9]=1[N+:15]([O-:17])=[O:16], predict the reactants needed to synthesize it. The reactants are: C(=O)([O-])[O-].[K+].[K+].[F:7][C:8]1[CH:13]=[C:12](F)[CH:11]=[CH:10][C:9]=1[N+:15]([O-:17])=[O:16].[OH:18][C:19]1[CH:23]=[C:22]([CH3:24])[NH:21][N:20]=1.Cl. (4) Given the product [Cl:8][C:6]1[C:5]([C:9]([F:12])([F:11])[F:10])=[CH:4][N:3]=[C:2]([NH:18][C:19]2[CH:24]=[CH:23][C:22]([CH:25]([NH:27][C:28](=[O:34])[O:29][C:30]([CH3:33])([CH3:32])[CH3:31])[CH3:26])=[CH:21][CH:20]=2)[N:7]=1, predict the reactants needed to synthesize it. The reactants are: Cl[C:2]1[N:7]=[C:6]([Cl:8])[C:5]([C:9]([F:12])([F:11])[F:10])=[CH:4][N:3]=1.CC(O)(C)C.[NH2:18][C:19]1[CH:24]=[CH:23][C:22]([CH:25]([NH:27][C:28](=[O:34])[O:29][C:30]([CH3:33])([CH3:32])[CH3:31])[CH3:26])=[CH:21][CH:20]=1.CCN(CC)CC. (5) Given the product [N:1]1([C:7]2[O:8][C:9]([C:16]([NH:18][C:19]3[CH:20]=[C:21]4[C:26](=[CH:27][CH:28]=3)[CH2:25][N:24]([CH2:36][C:37]([O:39][CH2:40][CH3:41])=[O:38])[CH2:23][CH2:22]4)=[O:17])=[C:10]([C:12]([F:14])([F:13])[F:15])[N:11]=2)[CH2:2][CH2:3][CH2:4][CH2:5][CH2:6]1, predict the reactants needed to synthesize it. The reactants are: [N:1]1([C:7]2[O:8][C:9]([C:16]([NH:18][C:19]3[CH:20]=[C:21]4[C:26](=[CH:27][CH:28]=3)[CH2:25][NH:24][CH2:23][CH2:22]4)=[O:17])=[C:10]([C:12]([F:15])([F:14])[F:13])[N:11]=2)[CH2:6][CH2:5][CH2:4][CH2:3][CH2:2]1.C([O-])([O-])=O.[K+].[K+].I[CH2:36][C:37]([O:39][CH2:40][CH3:41])=[O:38]. (6) The reactants are: [CH:1]1[C:6]2[CH2:7][C@H:8]3[N:13](CC4CC4)[CH2:12][CH2:11][C@:10]45[C@H:18]([C:20]([CH2:22][CH2:23][C@@:9]34[OH:24])=[O:21])[O:19][C:4]([C:5]=25)=[C:3]([OH:25])[CH:2]=1.Cl.[F:27][C:28]([F:33])([F:32])[CH2:29][CH2:30]Br.C([O-])(O)=O.[Na+]. Given the product [F:27][C:28]([F:33])([F:32])[CH2:29][CH2:30][N:13]1[CH2:12][CH2:11][C@:10]23[C:5]4[C:4]5[O:19][C@H:18]2[C:20](=[O:21])[CH2:22][CH2:23][C@@:9]3([OH:24])[C@H:8]1[CH2:7][C:6]=4[CH:1]=[CH:2][C:3]=5[OH:25], predict the reactants needed to synthesize it. (7) Given the product [Cl:13][C:14]1[CH:15]=[C:16]([C:20]#[C:21][C:22]([NH:12][CH2:11][CH2:10][C:6]2[CH:5]=[N:4][CH:9]=[CH:8][CH:7]=2)=[O:23])[CH:17]=[CH:18][CH:19]=1, predict the reactants needed to synthesize it. The reactants are: N=C=N.[N:4]1[CH:9]=[CH:8][CH:7]=[C:6]([CH2:10][CH2:11][NH2:12])[CH:5]=1.[Cl:13][C:14]1[CH:15]=[C:16]([C:20]#[C:21][C:22](O)=[O:23])[CH:17]=[CH:18][CH:19]=1. (8) Given the product [NH2:1][C:2]1[C:16]([N+:17]([O-:19])=[O:18])=[CH:15][C:14]([Br:20])=[CH:13][C:3]=1[O:4][CH2:5][C:6]([O:8][C:9]([CH3:12])([CH3:11])[CH3:10])=[O:7], predict the reactants needed to synthesize it. The reactants are: [NH2:1][C:2]1[C:16]([N+:17]([O-:19])=[O:18])=[CH:15][CH:14]=[CH:13][C:3]=1[O:4][CH2:5][C:6]([O:8][C:9]([CH3:12])([CH3:11])[CH3:10])=[O:7].[Br:20]N1C(=O)CCC1=O.S([O-])([O-])(=O)=S.[Na+].[Na+].C(OCC)C.